This data is from hERG potassium channel inhibition data for cardiac toxicity prediction from Karim et al.. The task is: Regression/Classification. Given a drug SMILES string, predict its toxicity properties. Task type varies by dataset: regression for continuous values (e.g., LD50, hERG inhibition percentage) or binary classification for toxic/non-toxic outcomes (e.g., AMES mutagenicity, cardiotoxicity, hepatotoxicity). Dataset: herg_karim. (1) The compound is Cn1c(C2CC2)nc2ccc(-n3ccc(OCc4ccc(Cl)s4)cc3=O)cc21. The result is 0 (non-blocker). (2) The molecule is CC(=O)OCC(=O)NC1CCN(CCc2ccc(Oc3nc4ccccc4s3)cc2)CC1. The result is 1 (blocker).